The task is: Predict which catalyst facilitates the given reaction.. This data is from Catalyst prediction with 721,799 reactions and 888 catalyst types from USPTO. (1) Reactant: [NH2:1][C:2]1[S:3][C:4]2[C:9]([N:10]=1)=[CH:8][CH:7]=[C:6]([O:11][CH3:12])[N:5]=2.[S:13]1[CH:17]=[CH:16][CH:15]=[C:14]1[C:18](Cl)=[O:19]. Product: [CH3:12][O:11][C:6]1[N:5]=[C:4]2[S:3][C:2]([NH:1][C:18]([C:14]3[S:13][CH:17]=[CH:16][CH:15]=3)=[O:19])=[N:10][C:9]2=[CH:8][CH:7]=1. The catalyst class is: 300. (2) Reactant: B(Br)(Br)Br.C[O:6][C:7]1[CH:12]=[CH:11][C:10]([C:13]2[S:17][C:16]([NH:18][C:19]3[CH:24]=[CH:23][C:22]([O:25][CH2:26][CH2:27][N:28]4[CH2:32][CH2:31][CH2:30][CH2:29]4)=[CH:21][CH:20]=3)=[N:15][CH:14]=2)=[CH:9][CH:8]=1. Product: [N:28]1([CH2:27][CH2:26][O:25][C:22]2[CH:21]=[CH:20][C:19]([NH:18][C:16]3[S:17][C:13]([C:10]4[CH:9]=[CH:8][C:7]([OH:6])=[CH:12][CH:11]=4)=[CH:14][N:15]=3)=[CH:24][CH:23]=2)[CH2:29][CH2:30][CH2:31][CH2:32]1. The catalyst class is: 2. (3) Reactant: [F:1][C:2]1[CH:3]=[C:4]([CH:16]=[C:17]([C:19]([F:22])([F:21])[F:20])[CH:18]=1)[CH2:5][CH:6]1[CH2:11][CH:10]([C:12]([O:14][CH3:15])=[O:13])[CH2:9][CH2:8][NH:7]1.CCN(C(C)C)C(C)C.[C:32](Cl)(=[O:35])[O:33][CH3:34]. Product: [F:1][C:2]1[CH:3]=[C:4]([CH:16]=[C:17]([C:19]([F:22])([F:20])[F:21])[CH:18]=1)[CH2:5][CH:6]1[CH2:11][CH:10]([C:12]([O:14][CH3:15])=[O:13])[CH2:9][CH2:8][N:7]1[C:32]([O:33][CH3:34])=[O:35]. The catalyst class is: 2. (4) Reactant: [CH3:1][N:2]1[CH2:7][CH2:6][N:5]([C:8]2[CH:13]=[CH:12][C:11]([N+:14]([O-:16])=[O:15])=[CH:10][C:9]=2[CH2:17][OH:18])[CH2:4][CH2:3]1.[Cl-].[NH4+].[OH2:21].[CH3:22]O. Product: [CH3:1][N:2]1[CH2:3][CH2:4][N:5]([C:8]2[CH:13]=[CH:12][C:11]([N+:14]([O-:16])=[O:15])=[CH:10][C:9]=2[C:17]([O:21][CH3:22])=[O:18])[CH2:6][CH2:7]1. The catalyst class is: 292. (5) Reactant: C(OC([NH:8][C@@H:9]([CH2:11][O:12][CH2:13][C:14]1[CH:19]=[CH:18][C:17]([F:20])=[CH:16][CH:15]=1)[CH3:10])=O)(C)(C)C.FC(F)(F)C(O)=O. Product: [F:20][C:17]1[CH:16]=[CH:15][C:14]([CH2:13][O:12][CH2:11][C@H:9]([NH2:8])[CH3:10])=[CH:19][CH:18]=1. The catalyst class is: 2.